From a dataset of Catalyst prediction with 721,799 reactions and 888 catalyst types from USPTO. Predict which catalyst facilitates the given reaction. (1) Reactant: [NH:1]1[CH2:6][CH2:5][O:4][CH2:3][CH2:2]1.Br[CH2:8][CH2:9][CH2:10][CH2:11][N:12]1C(=O)C2=CC=CC=C2C1=O.[I-].[Na+].C(=O)([O-])[O-].[K+].[K+]. Product: [N:1]1([CH2:8][CH2:9][CH2:10][CH2:11][NH2:12])[CH2:6][CH2:5][O:4][CH2:3][CH2:2]1. The catalyst class is: 131. (2) Reactant: Cl.[NH2:2][C@@H:3]1[C:12]2[N:11]=[CH:10][CH:9]=[CH:8][C:7]=2[CH2:6][CH2:5][CH2:4]1.[OH-].[Na+]. Product: [NH2:2][C@@H:3]1[C:12]2[N:11]=[CH:10][CH:9]=[CH:8][C:7]=2[CH2:6][CH2:5][CH2:4]1. The catalyst class is: 6. (3) Reactant: ClC1C=[CH:10][C:5]([C:6]([NH:8][OH:9])=[NH:7])=CC=1.[N:12]1C=C[N:15]=[CH:14][C:13]=1C#N.Cl.NO.C(=O)([O-])[O-].[Na+].[Na+]. Product: [OH:9][NH:8][C:6]([C:5]1[CH:10]=[N:15][CH:14]=[CH:13][N:12]=1)=[NH:7]. The catalyst class is: 6. (4) Reactant: [CH2:1]([C:8]1[CH:36]=[CH:35][C:11]([CH2:12][N:13]([C:24]2[CH:25]=[CH:26][C:27]([OH:34])=[C:28]([CH:33]=2)[C:29]([O:31]C)=[O:30])[C:14](=[O:23])[C:15]2[CH:20]=[CH:19][CH:18]=[C:17]([O:21][CH3:22])[CH:16]=2)=[CH:10][CH:9]=1)[CH2:2][CH2:3][CH2:4][CH2:5][CH2:6][CH3:7]. Product: [CH2:1]([C:8]1[CH:9]=[CH:10][C:11]([CH2:12][N:13]([C:24]2[CH:25]=[CH:26][C:27]([OH:34])=[C:28]([CH:33]=2)[C:29]([OH:31])=[O:30])[C:14](=[O:23])[C:15]2[CH:20]=[CH:19][CH:18]=[C:17]([O:21][CH3:22])[CH:16]=2)=[CH:35][CH:36]=1)[CH2:2][CH2:3][CH2:4][CH2:5][CH2:6][CH3:7]. The catalyst class is: 23.